From a dataset of Forward reaction prediction with 1.9M reactions from USPTO patents (1976-2016). Predict the product of the given reaction. (1) Given the reactants [CH3:1][C@H:2]1[C@@H:6]([C:7]([O:9][CH3:10])=[O:8])[CH2:5][CH2:4][N:3]1[C@H](C1C=CC=CC=1)C, predict the reaction product. The product is: [CH3:1][C@H:2]1[C@@H:6]([C:7]([O:9][CH3:10])=[O:8])[CH2:5][CH2:4][NH:3]1. (2) Given the reactants [Cl:1][C:2]1[CH:3]=[C:4]([CH:8]=[C:9]([CH2:11][OH:12])[CH:10]=1)[C:5]([NH2:7])=O, predict the reaction product. The product is: [Cl:1][C:2]1[CH:3]=[C:4]([CH:8]=[C:9]([CH2:11][OH:12])[CH:10]=1)[CH2:5][NH2:7]. (3) Given the reactants C[O:2][C:3](=[O:35])[CH2:4][CH2:5][CH2:6][NH:7][CH2:8][C:9](=[O:34])[CH2:10][CH2:11][N:12]1[CH2:17][CH2:16][CH:15]([O:18][C:19](=[O:33])[NH:20][C:21]2[CH:26]=[CH:25][CH:24]=[CH:23][C:22]=2[C:27]2[CH:32]=[CH:31][CH:30]=[CH:29][CH:28]=2)[CH2:14][CH2:13]1.[OH-].[Na+].Cl, predict the reaction product. The product is: [C:22]1([C:27]2[CH:28]=[CH:29][CH:30]=[CH:31][CH:32]=2)[CH:23]=[CH:24][CH:25]=[CH:26][C:21]=1[NH:20][C:19]([O:18][CH:15]1[CH2:14][CH2:13][N:12]([CH2:11][CH2:10][C:9]([CH2:8][NH:7][CH2:6][CH2:5][CH2:4][C:3]([OH:35])=[O:2])=[O:34])[CH2:17][CH2:16]1)=[O:33]. (4) Given the reactants [CH2:1]([C:3]1[CH:4]=[C:5]([CH3:24])[C:6]([N:9]2[CH2:14][CH2:13][N:12]([C:15]([C:17]3[CH:22]=[CH:21][C:20](I)=[CH:19][CH:18]=3)=[O:16])[CH2:11][CH2:10]2)=[N:7][CH:8]=1)[CH3:2].[CH3:25][C:26]1([CH3:32])[O:30][C:29](=[O:31])[N:28]=[CH:27]1, predict the reaction product. The product is: [CH2:1]([C:3]1[CH:4]=[C:5]([CH3:24])[C:6]([N:9]2[CH2:14][CH2:13][N:12]([C:15]([C:17]3[CH:22]=[CH:21][C:20]([N:28]4[CH2:27][C:26]([CH3:32])([CH3:25])[O:30][C:29]4=[O:31])=[CH:19][CH:18]=3)=[O:16])[CH2:11][CH2:10]2)=[N:7][CH:8]=1)[CH3:2]. (5) Given the reactants [Cl:1][C:2]1[CH:3]=[C:4]([CH:17]=[CH:18][C:19]=1[Cl:20])[O:5][CH:6]1[CH2:11][CH2:10][N:9]([CH2:12][CH2:13][CH:14]2[CH2:16][O:15]2)[CH2:8][CH2:7]1.[NH3:21], predict the reaction product. The product is: [NH2:21][CH2:16][CH:14]([OH:15])[CH2:13][CH2:12][N:9]1[CH2:10][CH2:11][CH:6]([O:5][C:4]2[CH:17]=[CH:18][C:19]([Cl:20])=[C:2]([Cl:1])[CH:3]=2)[CH2:7][CH2:8]1. (6) The product is: [N:1]1[CH:6]=[CH:5][C:4]([N:7]2[CH2:8][CH2:9][N:10]([CH2:14][CH2:15][N:16]3[C:17](=[O:26])[C:18]4[C:19](=[CH:22][CH:23]=[CH:24][CH:25]=4)[C:20]3=[O:21])[CH2:11][CH2:12]2)=[CH:3][CH:2]=1. Given the reactants [N:1]1[CH:6]=[CH:5][C:4]([N:7]2[CH2:12][CH2:11][NH:10][CH2:9][CH2:8]2)=[CH:3][CH:2]=1.Br[CH2:14][CH2:15][N:16]1[C:20](=[O:21])[C:19]2=[CH:22][CH:23]=[CH:24][CH:25]=[C:18]2[C:17]1=[O:26].C(=O)([O-])[O-].[K+].[K+].[I-].[K+], predict the reaction product. (7) Given the reactants [Cl:1][C:2]1[CH:7]=[C:6]([Cl:8])[CH:5]=[CH:4][C:3]=1[C:9]1[C:10]([C:30]#[N:31])=[C:11]([O:25][CH2:26][CH:27]([CH3:29])[CH3:28])[C:12]2[N:13]([C:15]([C:18]3[CH:23]=[CH:22][N:21]=[C:20](F)[CH:19]=3)=[CH:16][N:17]=2)[CH:14]=1.[NH:32]1[CH2:37][CH2:36][O:35][CH2:34][CH2:33]1, predict the reaction product. The product is: [Cl:1][C:2]1[CH:7]=[C:6]([Cl:8])[CH:5]=[CH:4][C:3]=1[C:9]1[C:10]([C:30]#[N:31])=[C:11]([O:25][CH2:26][CH:27]([CH3:29])[CH3:28])[C:12]2[N:13]([C:15]([C:18]3[CH:23]=[CH:22][N:21]=[C:20]([N:32]4[CH2:37][CH2:36][O:35][CH2:34][CH2:33]4)[CH:19]=3)=[CH:16][N:17]=2)[CH:14]=1. (8) Given the reactants Br[C:2]1[CH:30]=[CH:29][C:5]2[N:6]([CH2:21][O:22][CH2:23][CH2:24][Si:25]([CH3:28])([CH3:27])[CH3:26])[C:7]([C@@H:9]3[CH2:13][CH2:12][CH2:11][N:10]3[C:14]([O:16][C:17]([CH3:20])([CH3:19])[CH3:18])=[O:15])=[N:8][C:4]=2[CH:3]=1.[C:31]([O:35][CH2:36][CH3:37])(=[O:34])[CH:32]=[CH2:33].F[B-](F)(F)F.C([PH+](C(C)(C)C)C(C)(C)C)(C)(C)C.C1(CNCC2CCCCC2)CCCCC1, predict the reaction product. The product is: [CH2:36]([O:35][C:31](=[O:34])/[CH:32]=[CH:33]/[C:2]1[CH:30]=[CH:29][C:5]2[N:6]([CH2:21][O:22][CH2:23][CH2:24][Si:25]([CH3:26])([CH3:28])[CH3:27])[C:7]([C@@H:9]3[CH2:13][CH2:12][CH2:11][N:10]3[C:14]([O:16][C:17]([CH3:18])([CH3:20])[CH3:19])=[O:15])=[N:8][C:4]=2[CH:3]=1)[CH3:37]. (9) Given the reactants [CH:1]1[CH:2]=[CH:3][C:4]([C@H:7]2[O:17][C:16]3[CH:15]=[C:14]([OH:18])[CH:13]=[C:12]([OH:19])[C:11]=3[C:9](=[O:10])[CH2:8]2)=[CH:5][CH:6]=1.Cl.O.CO, predict the reaction product. The product is: [CH:1]1[CH:6]=[CH:5][C:4]([C@@H:7]2[O:17][C:16]3[CH:15]=[C:14]([OH:18])[CH:13]=[C:12]([OH:19])[C:11]=3[C:9](=[O:10])[CH2:8]2)=[CH:3][CH:2]=1. (10) Given the reactants C(OC(=O)[NH:7][C@@H:8]1[CH2:12][O:11][N:10]([CH2:13][CH3:14])[C:9]1=[O:15])(C)(C)C.[ClH:17], predict the reaction product. The product is: [ClH:17].[NH2:7][C@@H:8]1[CH2:12][O:11][N:10]([CH2:13][CH3:14])[C:9]1=[O:15].